Dataset: Forward reaction prediction with 1.9M reactions from USPTO patents (1976-2016). Task: Predict the product of the given reaction. (1) Given the reactants [H-].[Na+].[OH:3]/[N:4]=[C:5](\[C:11]1[CH:12]=[N:13][CH:14]=[CH:15][CH:16]=1)/[C:6]([O:8][CH2:9][CH3:10])=[O:7].Cl[CH2:18][C:19]1[CH:38]=[CH:37][C:22]([O:23][CH2:24][C:25]2[N:26]=[C:27]([C:31]3[CH:36]=[CH:35][CH:34]=[CH:33][CH:32]=3)[O:28][C:29]=2[CH3:30])=[CH:21][CH:20]=1.Cl.C(=O)(O)[O-].[Na+], predict the reaction product. The product is: [CH3:30][C:29]1[O:28][C:27]([C:31]2[CH:32]=[CH:33][CH:34]=[CH:35][CH:36]=2)=[N:26][C:25]=1[CH2:24][O:23][C:22]1[CH:21]=[CH:20][C:19]([CH2:18][O:3]/[N:4]=[C:5](\[C:11]2[CH:12]=[N:13][CH:14]=[CH:15][CH:16]=2)/[C:6]([O:8][CH2:9][CH3:10])=[O:7])=[CH:38][CH:37]=1. (2) Given the reactants [Cl:1][C:2]1[CH:8]=[CH:7][C:5]([NH2:6])=[CH:4][CH:3]=1.[F:9][C:10]1[N:15]=[C:14](F)[CH:13]=[C:12]([F:17])[N:11]=1.C(=O)([O-])[O-].[K+].[K+], predict the reaction product. The product is: [Cl:1][C:2]1[CH:8]=[CH:7][C:5]([NH:6][C:14]2[CH:13]=[C:12]([F:17])[N:11]=[C:10]([F:9])[N:15]=2)=[CH:4][CH:3]=1. (3) Given the reactants [CH2:1]1[CH:5]2[CH2:6][NH:7][CH2:8][CH:4]2[CH2:3][N:2]1[C:9]([C:11]1[CH:16]=[CH:15][CH:14]=[CH:13][C:12]=1[C:17]1[S:18][CH:19]=[CH:20][CH:21]=1)=[O:10].Cl[C:23]1[CH:28]=[CH:27][CH:26]=[C:25]([O:29][CH3:30])[N:24]=1, predict the reaction product. The product is: [CH3:30][O:29][C:25]1[N:24]=[C:23]([N:7]2[CH2:8][CH:4]3[CH:5]([CH2:1][N:2]([C:9]([C:11]4[CH:16]=[CH:15][CH:14]=[CH:13][C:12]=4[C:17]4[S:18][CH:19]=[CH:20][CH:21]=4)=[O:10])[CH2:3]3)[CH2:6]2)[CH:28]=[CH:27][CH:26]=1. (4) Given the reactants [OH:1][C:2]([CH3:16])([CH3:15])[CH2:3][O:4][C:5]1[C:12]([CH3:13])=[CH:11][C:8]([C:9]#[N:10])=[CH:7][C:6]=1[CH3:14].N1C=CN=C1.[Si:22](Cl)([C:25]([CH3:28])([CH3:27])[CH3:26])([CH3:24])[CH3:23].O, predict the reaction product. The product is: [Si:22]([O:1][C:2]([CH3:16])([CH3:15])[CH2:3][O:4][C:5]1[C:12]([CH3:13])=[CH:11][C:8]([C:9]#[N:10])=[CH:7][C:6]=1[CH3:14])([C:25]([CH3:28])([CH3:27])[CH3:26])([CH3:24])[CH3:23]. (5) The product is: [F:1][C:2]1[CH:16]=[CH:15][C:5]([CH2:6][NH:7][C:8](=[O:14])[O:9][C:10]([CH3:13])([CH3:12])[CH3:11])=[C:4]([C:30]([NH:28][CH3:27])=[O:31])[CH:3]=1. Given the reactants [F:1][C:2]1[CH:16]=[CH:15][C:5]([CH2:6][NH:7][C:8](=[O:14])[O:9][C:10]([CH3:13])([CH3:12])[CH3:11])=[C:4](I)[CH:3]=1.C(N(C(C)C)CC)(C)C.[CH3:27][N:28]([CH:30]=[O:31])C, predict the reaction product. (6) Given the reactants [Cl:1][C:2]1[CH:3]=[C:4]([CH2:9][C:10]([NH:12][C:13]2[S:14][CH:15]=[CH:16][N:17]=2)=[O:11])[CH:5]=[CH:6][C:7]=1[Cl:8].C[Si]([N-][Si](C)(C)C)(C)C.[Li+].[CH:28]1([C:33](Cl)=[O:34])[CH2:32][CH2:31][CH2:30][CH2:29]1, predict the reaction product. The product is: [CH:28]1([C:33](=[O:34])[CH:9]([C:4]2[CH:5]=[CH:6][C:7]([Cl:8])=[C:2]([Cl:1])[CH:3]=2)[C:10]([NH:12][C:13]2[S:14][CH:15]=[CH:16][N:17]=2)=[O:11])[CH2:32][CH2:31][CH2:30][CH2:29]1. (7) Given the reactants [CH3:1][C:2]([O:5][C:6]([NH:8][C@H:9]([C:16]([OH:18])=O)[CH2:10][C:11]1[S:15][CH:14]=[CH:13][CH:12]=1)=[O:7])([CH3:4])[CH3:3].CCN(C(C)C)C(C)C.CN(C(ON1N=NC2C=CC=CC1=2)=[N+](C)C)C.[B-](F)(F)(F)F.[NH:50]1[CH2:55][CH2:54][O:53][CH2:52][CH2:51]1.C(=O)(O)[O-].[Na+], predict the reaction product. The product is: [N:50]1([C:16](=[O:18])[C@@H:9]([NH:8][C:6](=[O:7])[O:5][C:2]([CH3:1])([CH3:3])[CH3:4])[CH2:10][C:11]2[S:15][CH:14]=[CH:13][CH:12]=2)[CH2:55][CH2:54][O:53][CH2:52][CH2:51]1. (8) Given the reactants [Br:1][C:2]1[CH:3]=[CH:4][C:5]([O:15][CH2:16][C:17]2[CH:22]=[CH:21][C:20]([F:23])=[CH:19][CH:18]=2)=[C:6]([C:8](=O)[CH2:9][CH2:10][C:11](=O)[CH3:12])[CH:7]=1.[CH3:24][O:25][C:26](=[O:40])[C:27]1C=[C:31]([N:33]2CCCC2=O)[CH:30]=[C:29](N)[CH:28]=1.CC1C=CC(S(O)(=O)=O)=CC=1.[CH3:52][N:53]1[C:57](=[O:58])[CH2:56][CH2:55][CH2:54]1, predict the reaction product. The product is: [CH3:24][O:25][C:26](=[O:40])[C:27]1[CH:28]=[CH:29][CH:30]=[C:31]([N:33]2[C:11]([CH3:12])=[CH:10][CH:9]=[C:8]2[C:6]2[CH:7]=[C:2]([Br:1])[CH:3]=[CH:4][C:5]=2[O:15][CH2:16][C:17]2[CH:22]=[CH:21][C:20]([F:23])=[CH:19][CH:18]=2)[C:52]=1[N:53]1[CH2:54][CH2:55][CH2:56][C:57]1=[O:58]. (9) Given the reactants [S-:1][C:2]#[N:3].[CH3:4][N:5]([C+:7]([N:9]([CH3:11])[CH3:10])Cl)[CH3:6].[CH3:12][N-:13][CH3:14].[Li+], predict the reaction product. The product is: [S-:1][C:2]#[N:3].[CH3:4][N:5]([CH3:6])[C:7](=[N+:13]([CH3:14])[CH3:12])[N:9]([CH3:11])[CH3:10]. (10) Given the reactants [C:1]([O-:6])(=O)[CH:2]([CH3:4])[OH:3].[Ca+2].C([O-])(=O)[CH:9]([CH3:11])[OH:10].C1C(S([O-])(=O)=O)=[C:18]([OH:24])[C:17](O)=CC=1S([O-])(=O)=O.[Na+].[Na+].[C:32](=[O:35])([O-])[O-:33].[K+].[K+].C(O)(=O)C[C:40]([CH2:45][C:46]([OH:48])=[O:47])([C:42]([OH:44])=O)[OH:41].[OH2:51], predict the reaction product. The product is: [OH:33][CH:32]1[O:35][C@H:11]([CH2:9][OH:10])[C@@H:4]([O:48][C@@H:46]2[O:47][C@H:17]([CH2:18][OH:24])[C@H:42]([OH:44])[C@H:40]([OH:41])[C@H:45]2[OH:51])[C@H:2]([OH:3])[C@H:1]1[OH:6].